From a dataset of Reaction yield outcomes from USPTO patents with 853,638 reactions. Predict the reaction yield, written as a fraction of the theoretical maximum amount of product (1.0 means a 100% yield; for example, 0.34 means a 34% yield). (1) The reactants are [Cl:1][C:2]1[C:3]([O:12][C:13]2[CH:18]=[C:17]([O:19][CH2:20][CH2:21][O:22][CH3:23])[CH:16]=[CH:15][C:14]=2/[CH:24]=[CH:25]/[CH2:26][OH:27])=[N:4][CH:5]=[C:6]([C:8]([F:11])([F:10])[F:9])[CH:7]=1.Cl[S:29]([N:32]=[C:33]=[O:34])(=[O:31])=[O:30].[CH3:35][O:36][CH2:37][CH2:38][CH2:39][NH2:40].Cl. The catalyst is C(#N)C.N1C=CC=CC=1. The product is [CH3:35][O:36][CH2:37][CH2:38][CH2:39][NH:40][S:29]([NH:32][C:33](=[O:34])[O:27][CH2:26]/[CH:25]=[CH:24]/[C:14]1[CH:15]=[CH:16][C:17]([O:19][CH2:20][CH2:21][O:22][CH3:23])=[CH:18][C:13]=1[O:12][C:3]1[C:2]([Cl:1])=[CH:7][C:6]([C:8]([F:9])([F:11])[F:10])=[CH:5][N:4]=1)(=[O:31])=[O:30]. The yield is 0.470. (2) The reactants are F[C:2]1[CH:3]=[C:4]([CH:9]=[CH:10][C:11]=1[N+:12]([O-:14])=[O:13])[C:5]([O:7][CH3:8])=[O:6].[C:15]([NH:22][CH2:23][CH2:24][CH2:25][NH2:26])([O:17][C:18]([CH3:21])([CH3:20])[CH3:19])=[O:16].C(=O)([O-])[O-].[K+].[K+]. The catalyst is C(#N)C. The product is [C:18]([O:17][C:15]([NH:22][CH2:23][CH2:24][CH2:25][NH:26][C:2]1[CH:3]=[C:4]([CH:9]=[CH:10][C:11]=1[N+:12]([O-:14])=[O:13])[C:5]([O:7][CH3:8])=[O:6])=[O:16])([CH3:21])([CH3:20])[CH3:19]. The yield is 0.990. (3) The reactants are C(O[C:4](=O)[NH:5][CH:6]1[CH2:11][CH2:10][CH2:9][CH2:8][CH:7]1[OH:12])C.[H-].[H-].[H-].[H-].[Li+].[Al+3]. The catalyst is C1COCC1. The product is [CH3:4][NH:5][CH:6]1[CH2:11][CH2:10][CH2:9][CH2:8][CH:7]1[OH:12]. The yield is 0.840. (4) The reactants are [Cl-].O[NH3+:3].[C:4](=[O:7])([O-])[OH:5].[Na+].CS(C)=O.[F:13][C:14]1[CH:15]=[C:16]([C:42]2[C:43]([C:48]#[N:49])=[CH:44][CH:45]=[CH:46][CH:47]=2)[CH:17]=[CH:18][C:19]=1[CH2:20][C:21]1[C:26](=[O:27])[N:25]([C:28]2[CH:33]=[CH:32][C:31]([O:34][CH:35]([CH3:37])[CH3:36])=[CH:30][CH:29]=2)[C:24]([CH3:38])=[N:23][C:22]=1[CH2:39][CH2:40][CH3:41]. The catalyst is C(OCC)(=O)C. The product is [F:13][C:14]1[CH:15]=[C:16]([C:42]2[CH:47]=[CH:46][CH:45]=[CH:44][C:43]=2[C:48]2[NH:3][C:4](=[O:7])[O:5][N:49]=2)[CH:17]=[CH:18][C:19]=1[CH2:20][C:21]1[C:26](=[O:27])[N:25]([C:28]2[CH:33]=[CH:32][C:31]([O:34][CH:35]([CH3:36])[CH3:37])=[CH:30][CH:29]=2)[C:24]([CH3:38])=[N:23][C:22]=1[CH2:39][CH2:40][CH3:41]. The yield is 0.700. (5) The reactants are Cl[C:2]1[N:11]=[C:10]([N:12]([C:14]2[CH:19]=[CH:18][C:17]([O:20][CH3:21])=[CH:16][CH:15]=2)[CH3:13])[C:9]2[C:4](=[CH:5][CH:6]=[CH:7][CH:8]=2)[N:3]=1.[CH3:22][S-:23].[Na+]. The catalyst is C(OCC)(=O)C. The product is [CH3:22][S:23][C:2]1[N:11]=[C:10]([N:12]([C:14]2[CH:19]=[CH:18][C:17]([O:20][CH3:21])=[CH:16][CH:15]=2)[CH3:13])[C:9]2[C:4](=[CH:5][CH:6]=[CH:7][CH:8]=2)[N:3]=1. The yield is 0.0700.